Dataset: Reaction yield outcomes from USPTO patents with 853,638 reactions. Task: Predict the reaction yield, written as a fraction of the theoretical maximum amount of product (1.0 means a 100% yield; for example, 0.34 means a 34% yield). (1) The reactants are [C:1]([O:7][CH2:8][CH:9]=[CH2:10])(=[O:6])[CH2:2][C:3]([CH3:5])=[O:4].[C:11](=O)([O-])[O-].[K+].[K+].C1COCC1.CI. The catalyst is C(#N)C. The product is [CH3:11][CH:2]([C:3]([CH3:5])=[O:4])[C:1]([O:7][CH2:8][CH:9]=[CH2:10])=[O:6]. The yield is 0.730. (2) The reactants are [CH3:1][C:2]1[O:6][N:5]=[C:4]([C:7]2[CH:12]=[CH:11][CH:10]=[CH:9][N:8]=2)[C:3]=1[CH2:13][O:14][C:15]1[CH:23]=[CH:22][C:18]([C:19](O)=[O:20])=[CH:17][N:16]=1.ClC1C=C(C2C(COC3C=CC(C(O)=O)=CN=3)=C(C)ON=2)C=CC=1.[NH2:48][CH:49]([OH:51])[CH3:50]. No catalyst specified. The product is [OH:20][CH2:19][CH2:18][C:17]1[N:16]=[C:15]([O:14][CH2:13][C:3]2[C:4]([C:7]3[CH:12]=[CH:11][CH:10]=[CH:9][N:8]=3)=[N:5][O:6][C:2]=2[CH3:1])[CH:23]=[CH:22][C:50]=1[C:49]([NH2:48])=[O:51]. The yield is 0.240. (3) The reactants are C([C:3]1([C:13]([O-])=[O:14])[CH2:8][CH2:7][C:6]2([O:12][CH2:11][CH2:10][O:9]2)[CH2:5][CH2:4]1)C.[H-].C([Al+]CC(C)C)C(C)C.[Cl-].[NH4+]. The catalyst is C1(C)C=CC=CC=1. The product is [CH2:11]1[CH2:10][O:9][C:6]2([CH2:5][CH2:4][CH:3]([CH:13]=[O:14])[CH2:8][CH2:7]2)[O:12]1. The yield is 0.850. (4) The reactants are [I:1][C:2]1[CH:3]=[C:4]2[C:9](=[CH:10][CH:11]=1)[O:8][CH2:7][CH2:6][CH:5]2[OH:12].C1C=C[NH+]=CC=1.[O-][Cr](Cl)(=O)=O. The catalyst is C(Cl)Cl. The product is [I:1][C:2]1[CH:3]=[C:4]2[C:9](=[CH:10][CH:11]=1)[O:8][CH2:7][CH2:6][C:5]2=[O:12]. The yield is 0.950. (5) The reactants are [OH:1][C:2]1[CH:7]=[CH:6][C:5]([C:8]([O:10][CH3:11])=[O:9])=[CH:4][N:3]=1.[C:12]([O:16][C:17]([N:19]1[CH2:25][CH2:24][CH2:23][C@H:20]1[CH2:21]O)=[O:18])([CH3:15])([CH3:14])[CH3:13].C1C=CC(P(C2C=CC=CC=2)C2C=CC=CC=2)=CC=1.CC(OC(/N=N/C(OC(C)C)=O)=O)C. The catalyst is C1COCC1. The product is [C:12]([O:16][C:17]([N:19]1[CH2:25][CH2:24][CH2:23][CH:20]1[CH2:21][O:1][C:2]1[CH:7]=[CH:6][C:5]([C:8]([O:10][CH3:11])=[O:9])=[CH:4][N:3]=1)=[O:18])([CH3:15])([CH3:13])[CH3:14]. The yield is 0.440.